Dataset: Forward reaction prediction with 1.9M reactions from USPTO patents (1976-2016). Task: Predict the product of the given reaction. (1) Given the reactants [F:1][C:2]1[CH:23]=[CH:22][C:5]2[NH:6][C:7]([CH:9]3[CH2:14][CH2:13][N:12](C(OC(C)(C)C)=O)[CH2:11][CH2:10]3)=[N:8][C:4]=2[CH:3]=1.Cl, predict the reaction product. The product is: [F:1][C:2]1[CH:23]=[CH:22][C:5]2[NH:6][C:7]([CH:9]3[CH2:10][CH2:11][NH:12][CH2:13][CH2:14]3)=[N:8][C:4]=2[CH:3]=1. (2) Given the reactants [NH2:1][C@H:2]1[CH2:7][CH2:6][N:5]([CH2:8][CH:9]2[C:13]3=[C:14]([Cl:22])[CH:15]=[N:16][C:17]4[CH:18]=[CH:19][C:20](=[O:21])[N:11]([C:12]=43)[CH2:10]2)[CH2:4][C@H:3]1[OH:23].[O:24]=[C:25]1[CH2:30][S:29][C:28]2[CH:31]=[CH:32][C:33]([CH:35]=O)=[N:34][C:27]=2[NH:26]1, predict the reaction product. The product is: [ClH:22].[Cl:22][C:14]1[CH:15]=[N:16][C:17]2[CH:18]=[CH:19][C:20](=[O:21])[N:11]3[CH2:10][CH:9]([CH2:8][N:5]4[CH2:6][CH2:7][C@H:2]([NH:1][CH2:35][C:33]5[CH:32]=[CH:31][C:28]6[S:29][CH2:30][C:25](=[O:24])[NH:26][C:27]=6[N:34]=5)[C@H:3]([OH:23])[CH2:4]4)[C:13]=1[C:12]=23. (3) The product is: [N+:1]([C:4]1[CH:5]=[C:6]([C:12]2[O:13][C:14]3[CH:20]=[CH:19][C:18]([C:28]4[CH:27]=[CH:26][CH:25]=[C:24]([O:23][CH3:22])[CH:29]=4)=[CH:17][C:15]=3[N:16]=2)[C:7]([O:10][CH3:11])=[CH:8][CH:9]=1)([O-:3])=[O:2]. Given the reactants [N+:1]([C:4]1[CH:5]=[C:6]([C:12]2[O:13][C:14]3[CH:20]=[CH:19][C:18](Br)=[CH:17][C:15]=3[N:16]=2)[C:7]([O:10][CH3:11])=[CH:8][CH:9]=1)([O-:3])=[O:2].[CH3:22][O:23][C:24]1[CH:25]=[C:26](B(O)O)[CH:27]=[CH:28][CH:29]=1, predict the reaction product. (4) Given the reactants C[O:2][C:3]([C:5]1[CH:14]=[C:13]([O:15][C@H:16]([CH3:31])[C:17]([N:19]2[CH2:23][CH2:22][CH2:21][C@H:20]2[C:24](=[O:30])[NH:25][CH:26]2[CH2:29][CH2:28][CH2:27]2)=[O:18])[C:12]2[C:7](=[CH:8][C:9]([CH3:32])=[CH:10][CH:11]=2)[N:6]=1)=[O:4].[OH-].[Na+].Cl, predict the reaction product. The product is: [CH:26]1([NH:25][C:24]([C@@H:20]2[CH2:21][CH2:22][CH2:23][N:19]2[C:17](=[O:18])[C@@H:16]([CH3:31])[O:15][C:13]2[C:12]3[C:7](=[CH:8][C:9]([CH3:32])=[CH:10][CH:11]=3)[N:6]=[C:5]([C:3]([OH:4])=[O:2])[CH:14]=2)=[O:30])[CH2:27][CH2:28][CH2:29]1. (5) Given the reactants [C:1]([NH:5][C:6]1[C:7]([CH3:28])=[N:8][C:9]2[C:14]([N:15]=1)=[C:13]([C:16]1[NH:20][C:19]3[CH:21]([CH2:25][CH2:26]O)[NH:22][C:23](=[O:24])[C:18]=3[CH:17]=1)[CH:12]=[CH:11][CH:10]=2)([CH3:4])([CH3:3])[CH3:2].CS(Cl)(=O)=O.[N-:34]=[N+:35]=[N-:36].[Na+], predict the reaction product. The product is: [N:34]([CH2:26][CH2:25][CH:21]1[C:19]2[NH:20][C:16]([C:13]3[CH:12]=[CH:11][CH:10]=[C:9]4[C:14]=3[N:15]=[C:6]([NH:5][C:1]([CH3:2])([CH3:3])[CH3:4])[C:7]([CH3:28])=[N:8]4)=[CH:17][C:18]=2[C:23](=[O:24])[NH:22]1)=[N+:35]=[N-:36]. (6) Given the reactants [Cl:1][C:2]1[CH:10]=[C:6]([C:7]([OH:9])=[O:8])[C:5]([OH:11])=[CH:4][CH:3]=1.[C:12](=[O:15])([O-])[O-].[K+].[K+].Br[CH2:19][CH2:20][O:21][CH3:22].[C:23](#N)[CH3:24], predict the reaction product. The product is: [CH3:22][O:21][CH2:20][CH2:19][O:8][C:7](=[O:9])[C:6]1[CH:10]=[C:2]([Cl:1])[CH:3]=[CH:4][C:5]=1[O:11][CH2:23][CH2:24][O:15][CH3:12]. (7) The product is: [C:1]([C:3]1[CH:4]=[CH:5][C:6]([C@H:9]2[CH2:14][C@H:13]([OH:15])[CH2:12][CH2:11][N:10]2[C:16]([O:18][CH2:19][C:20]2[CH:25]=[CH:24][CH:23]=[CH:22][CH:21]=2)=[O:17])=[CH:7][CH:8]=1)#[N:2].[C:1]([C:3]1[CH:4]=[CH:5][C:6]([C@@H:9]2[CH2:14][C@@H:13]([OH:15])[CH2:12][CH2:11][N:10]2[C:16]([O:18][CH2:19][C:20]2[CH:25]=[CH:24][CH:23]=[CH:22][CH:21]=2)=[O:17])=[CH:7][CH:8]=1)#[N:2]. Given the reactants [C:1]([C:3]1[CH:8]=[CH:7][C:6]([C@@H:9]2[CH2:14][C@@H:13]([OH:15])[CH2:12][CH2:11][N:10]2[C:16]([O:18][CH2:19][C:20]2[CH:25]=[CH:24][CH:23]=[CH:22][CH:21]=2)=[O:17])=[CH:5][CH:4]=1)#[N:2].CO.[NH4+].[OH-], predict the reaction product. (8) The product is: [CH3:9][C:10]1[C:11]2[N:12]([N:17]=[C:18]([C:20]3[N:1]=[C:2]4[CH:7]=[CH:6][C:5]([Br:8])=[CH:4][N:3]4[C:22](=[O:23])[CH:21]=3)[CH:19]=2)[CH:13]=[C:14]([CH3:16])[N:15]=1. Given the reactants [NH2:1][C:2]1[CH:7]=[CH:6][C:5]([Br:8])=[CH:4][N:3]=1.[CH3:9][C:10]1[C:11]2[N:12]([N:17]=[C:18]([C:20](=O)[CH2:21][C:22](OCC)=[O:23])[CH:19]=2)[CH:13]=[C:14]([CH3:16])[N:15]=1, predict the reaction product. (9) Given the reactants CC1[O:3][CH2:4][C:5]([CH2:25][O:26][P:27](=[O:38])([O:33]C(C)(C)C)[O:28]C(C)(C)C)([CH2:7][CH2:8][C:9]2[CH:14]=[CH:13][C:12]([O:15][CH2:16][CH2:17][CH2:18][CH2:19][CH2:20][C:21]([F:24])([F:23])[F:22])=[CH:11][CH:10]=2)[N:6]=1.Cl, predict the reaction product. The product is: [NH2:6][C:5]([CH2:4][OH:3])([CH2:7][CH2:8][C:9]1[CH:14]=[CH:13][C:12]([O:15][CH2:16][CH2:17][CH2:18][CH2:19][CH2:20][C:21]([F:24])([F:22])[F:23])=[CH:11][CH:10]=1)[CH2:25][O:26][P:27](=[O:28])([OH:33])[OH:38]. (10) Given the reactants F[C:2]1[C:10]([C:11](F)(F)F)=[CH:9][CH:8]=[CH:7][C:3]=1[C:4]([Cl:6])=[O:5].[CH3:15]C1C(C)=CC=CC=1C(O)=O.FC1C(C(F)(F)F)=CC=CC=1C(O)=O, predict the reaction product. The product is: [CH3:15][C:2]1[C:10]([CH3:11])=[CH:9][CH:8]=[CH:7][C:3]=1[C:4]([Cl:6])=[O:5].